From a dataset of Forward reaction prediction with 1.9M reactions from USPTO patents (1976-2016). Predict the product of the given reaction. Given the reactants CN(C(ON1N=NC2C=CC=NC1=2)=[N+](C)C)C.F[P-](F)(F)(F)(F)F.[OH:25][C:26]1([C:29]([OH:31])=O)[CH2:28][CH2:27]1.[CH2:32]1[C:34]2([CH2:39][NH:38][CH2:37][CH2:36][N:35]2[C:40]([C:42]2[CH:47]=[CH:46][C:45]([C:48]3[O:49][C:50]4[CH:56]=[C:55]([F:57])[CH:54]=[CH:53][C:51]=4[N:52]=3)=[CH:44][CH:43]=2)=[O:41])[CH2:33]1.CCN(C(C)C)C(C)C, predict the reaction product. The product is: [F:57][C:55]1[CH:54]=[CH:53][C:51]2[N:52]=[C:48]([C:45]3[CH:44]=[CH:43][C:42]([C:40]([N:35]4[CH2:36][CH2:37][N:38]([C:29]([C:26]5([OH:25])[CH2:28][CH2:27]5)=[O:31])[CH2:39][C:34]54[CH2:32][CH2:33]5)=[O:41])=[CH:47][CH:46]=3)[O:49][C:50]=2[CH:56]=1.